From a dataset of Forward reaction prediction with 1.9M reactions from USPTO patents (1976-2016). Predict the product of the given reaction. (1) Given the reactants [CH3:1][O:2][C:3]1[CH:9]=[CH:8][C:7]([C:10]([O:12][CH3:13])=[O:11])=[CH:6][C:4]=1[NH2:5].[BH4-].[Na+].[OH-].[Na+].[C:18](O)(=O)[CH2:19][CH3:20], predict the reaction product. The product is: [CH2:18]([NH:5][C:4]1[CH:6]=[C:7]([C:10]([O:12][CH3:13])=[O:11])[CH:8]=[CH:9][C:3]=1[O:2][CH3:1])[CH2:19][CH3:20]. (2) Given the reactants [C:1]([C:3]1[C:4]([N:18]2[CH2:21][CH:20]([C:22](O)=[O:23])[CH2:19]2)=[N:5][C:6]([C:14]([F:17])([F:16])[F:15])=[C:7]([C:9]([O:11][CH2:12][CH3:13])=[O:10])[CH:8]=1)#[N:2].[CH3:25][C:26]1[CH:27]=[C:28]([CH2:32][S:33]([NH2:36])(=[O:35])=[O:34])[CH:29]=[CH:30][CH:31]=1, predict the reaction product. The product is: [C:1]([C:3]1[C:4]([N:18]2[CH2:21][CH:20]([C:22]([NH:36][S:33]([CH2:32][C:28]3[CH:29]=[CH:30][CH:31]=[C:26]([CH3:25])[CH:27]=3)(=[O:34])=[O:35])=[O:23])[CH2:19]2)=[N:5][C:6]([C:14]([F:15])([F:16])[F:17])=[C:7]([CH:8]=1)[C:9]([O:11][CH2:12][CH3:13])=[O:10])#[N:2]. (3) Given the reactants Cl.Cl.[NH2:3][CH2:4][C@@:5]1(O)[CH:10]2[CH2:11][CH2:12][N:7]([CH2:8][CH2:9]2)[CH2:6]1.[C:14]([O-])([O-])=O.[Cs+].[Cs+].ClC1N=C[N:24]=[C:23]([N:27]=[C:28](SC)[S:29][CH3:30])C=1.C[N:34]([CH3:37])[CH:35]=[O:36], predict the reaction product. The product is: [CH3:30][S:29][C:28]1[N:27]=[CH:23][N:24]=[C:37]([NH:34][C:35]2[O:36][C@:5]3([CH2:4][N:3]=2)[CH:10]2[CH2:11][CH2:12][N:7]([CH2:8][CH2:9]2)[CH2:6]3)[CH:14]=1.